From a dataset of NCI-60 drug combinations with 297,098 pairs across 59 cell lines. Regression. Given two drug SMILES strings and cell line genomic features, predict the synergy score measuring deviation from expected non-interaction effect. (1) Cell line: MCF7. Synergy scores: CSS=37.3, Synergy_ZIP=1.46, Synergy_Bliss=2.27, Synergy_Loewe=1.48, Synergy_HSA=3.46. Drug 2: CC1C(C(CC(O1)OC2CC(CC3=C2C(=C4C(=C3O)C(=O)C5=CC=CC=C5C4=O)O)(C(=O)C)O)N)O. Drug 1: CC1=C(C(=CC=C1)Cl)NC(=O)C2=CN=C(S2)NC3=CC(=NC(=N3)C)N4CCN(CC4)CCO. (2) Drug 1: C1=CC(=C2C(=C1NCCNCCO)C(=O)C3=C(C=CC(=C3C2=O)O)O)NCCNCCO. Drug 2: CC1C(C(CC(O1)OC2CC(CC3=C2C(=C4C(=C3O)C(=O)C5=C(C4=O)C(=CC=C5)OC)O)(C(=O)CO)O)N)O.Cl. Cell line: SK-MEL-28. Synergy scores: CSS=53.2, Synergy_ZIP=-1.38, Synergy_Bliss=-0.316, Synergy_Loewe=0.376, Synergy_HSA=1.47. (3) Drug 1: CC12CCC3C(C1CCC2=O)CC(=C)C4=CC(=O)C=CC34C. Drug 2: N.N.Cl[Pt+2]Cl. Cell line: HCT116. Synergy scores: CSS=17.8, Synergy_ZIP=0.739, Synergy_Bliss=0.108, Synergy_Loewe=-4.30, Synergy_HSA=-1.53. (4) Drug 1: COCCOC1=C(C=C2C(=C1)C(=NC=N2)NC3=CC=CC(=C3)C#C)OCCOC.Cl. Drug 2: B(C(CC(C)C)NC(=O)C(CC1=CC=CC=C1)NC(=O)C2=NC=CN=C2)(O)O. Cell line: COLO 205. Synergy scores: CSS=57.6, Synergy_ZIP=1.24, Synergy_Bliss=7.14, Synergy_Loewe=-33.1, Synergy_HSA=4.50. (5) Drug 1: C1C(C(OC1N2C=C(C(=O)NC2=O)F)CO)O. Drug 2: CCC1=C2CN3C(=CC4=C(C3=O)COC(=O)C4(CC)O)C2=NC5=C1C=C(C=C5)O. Cell line: SN12C. Synergy scores: CSS=41.2, Synergy_ZIP=-2.80, Synergy_Bliss=0.728, Synergy_Loewe=-4.46, Synergy_HSA=2.31. (6) Drug 1: C1C(C(OC1N2C=NC3=C(N=C(N=C32)Cl)N)CO)O. Cell line: SF-539. Drug 2: CNC(=O)C1=NC=CC(=C1)OC2=CC=C(C=C2)NC(=O)NC3=CC(=C(C=C3)Cl)C(F)(F)F. Synergy scores: CSS=7.36, Synergy_ZIP=-1.33, Synergy_Bliss=5.36, Synergy_Loewe=-7.55, Synergy_HSA=2.13. (7) Synergy scores: CSS=9.01, Synergy_ZIP=-3.10, Synergy_Bliss=1.84, Synergy_Loewe=-1.33, Synergy_HSA=-0.393. Drug 1: C1=C(C(=O)NC(=O)N1)N(CCCl)CCCl. Drug 2: C1C(C(OC1N2C=NC(=NC2=O)N)CO)O. Cell line: SK-MEL-28.